Predict the reaction yield, written as a fraction of the theoretical maximum amount of product (1.0 means a 100% yield; for example, 0.34 means a 34% yield). From a dataset of Reaction yield outcomes from USPTO patents with 853,638 reactions. (1) The reactants are Br[C:2]1[N:7]=[C:6]([C:8]([OH:10])=[O:9])[C:5]([F:11])=[CH:4][CH:3]=1.[F:12][C:13]1[CH:18]=[CH:17][CH:16]=[CH:15][C:14]=1B(O)O. The catalyst is C1C=CC(P(C2C=CC=CC=2)[C-]2C=CC=C2)=CC=1.C1C=CC(P(C2C=CC=CC=2)[C-]2C=CC=C2)=CC=1.Cl[Pd]Cl.[Fe+2].C(Cl)Cl. The product is [F:11][C:5]1[C:6]([C:8]([OH:10])=[O:9])=[N:7][C:2]([C:14]2[CH:15]=[CH:16][CH:17]=[CH:18][C:13]=2[F:12])=[CH:3][CH:4]=1. The yield is 0.810. (2) The reactants are [C:1]([O:5][C:6](=[O:18])[NH:7][CH2:8][CH2:9][C:10]1[CH:15]=[CH:14][C:13]([CH2:16][OH:17])=[CH:12][CH:11]=1)([CH3:4])([CH3:3])[CH3:2]. The catalyst is C(Cl)Cl.O=[Mn]=O. The product is [C:1]([O:5][C:6](=[O:18])[NH:7][CH2:8][CH2:9][C:10]1[CH:15]=[CH:14][C:13]([CH:16]=[O:17])=[CH:12][CH:11]=1)([CH3:4])([CH3:2])[CH3:3]. The yield is 0.880. (3) The reactants are [Br:1][C:2]1[S:6][C:5]([C:7]2[C:11]([C:12]3[CH:17]=[CH:16][N:15]=[CH:14][CH:13]=3)=[CH:10][NH:9][N:8]=2)=[CH:4][CH:3]=1.Br[CH2:19][CH:20]([CH3:22])[CH3:21].C(=O)([O-])[O-].[Cs+].[Cs+].ClCCl. The catalyst is CN(C)C=O.O. The product is [CH2:19]([N:9]1[CH:10]=[C:11]([C:12]2[CH:17]=[CH:16][N:15]=[CH:14][CH:13]=2)[C:7]([C:5]2[S:6][C:2]([Br:1])=[CH:3][CH:4]=2)=[N:8]1)[CH:20]([CH3:22])[CH3:21]. The yield is 0.530.